Task: Predict the reactants needed to synthesize the given product.. Dataset: Full USPTO retrosynthesis dataset with 1.9M reactions from patents (1976-2016) (1) Given the product [Br:1][CH2:2][CH2:3][C:4]1[C:12]2[C:7](=[CH:8][CH:9]=[C:10]([F:15])[CH:11]=2)[NH:6][CH:5]=1, predict the reactants needed to synthesize it. The reactants are: [Br:1][CH2:2][CH2:3][C:4]1[C:12]2[C:7](=[CH:8][CH:9]=[C:10](OC)[CH:11]=2)[NH:6][CH:5]=1.[F:15]C1C=C2C(=CC=1)NC=C2. (2) Given the product [CH:33]1([N:32]2[CH:31]=[N:30][N:29]=[C:28]2[C:24]2[CH:23]=[C:22]([NH:21][C:19](=[O:20])[C:15]3[CH:14]=[C:13]([C:10]4[CH:9]=[N:8][C:7]([CH:1]5[CH2:3][CH2:2]5)=[N:12][CH:11]=4)[CH:18]=[CH:17][N:16]=3)[CH:27]=[CH:26][CH:25]=2)[CH2:35][CH2:34]1, predict the reactants needed to synthesize it. The reactants are: [CH:1]1([Mg]Br)[CH2:3][CH2:2]1.Cl[C:7]1[N:12]=[CH:11][C:10]([C:13]2[CH:18]=[CH:17][N:16]=[C:15]([C:19]([NH:21][C:22]3[CH:27]=[CH:26][CH:25]=[C:24]([C:28]4[N:32]([CH:33]5[CH2:35][CH2:34]5)[CH:31]=[N:30][N:29]=4)[CH:23]=3)=[O:20])[CH:14]=2)=[CH:9][N:8]=1. (3) Given the product [CH3:1][NH:2][C:3]([C:5]1[C:6]2[C:7](=[O:30])[C@H:8]([O:26][C:27](=[O:29])[CH3:28])[C@@H:9]([C:20]3[CH:21]=[CH:22][CH:23]=[CH:24][CH:25]=3)[NH:10][C:11]=2[C:12]2[N:17]=[C:16]([CH3:18])[N:15]([CH3:19])[C:13]=2[CH:14]=1)=[O:4], predict the reactants needed to synthesize it. The reactants are: [CH3:1][NH:2][C:3]([CH:5]1[CH2:14][C:13]2[N:15]([CH3:19])[C:16]([CH3:18])=[N:17][C:12]=2[C:11]2[NH:10][C@H:9]([C:20]3[CH:25]=[CH:24][CH:23]=[CH:22][CH:21]=3)[C@@H:8]([O:26][C:27](=[O:29])[CH3:28])[C:7](=[O:30])[C:6]1=2)=[O:4].C(=O)(O)[O-].[Na+].